Dataset: Forward reaction prediction with 1.9M reactions from USPTO patents (1976-2016). Task: Predict the product of the given reaction. (1) The product is: [F:5][C:6]1[CH:11]=[CH:10][C:9]([CH2:12][NH:13][C:1](=[O:4])[CH3:2])=[CH:8][CH:7]=1. Given the reactants [C:1]([OH:4])(=O)[CH3:2].[F:5][C:6]1[CH:11]=[CH:10][C:9]([CH2:12][NH2:13])=[CH:8][CH:7]=1.F[B-](F)(F)F.N1(OC(N(C)C)=[N+](C)C)C2C=CC=CC=2N=N1.C(N(C(C)C)C(C)C)C, predict the reaction product. (2) Given the reactants [C:1]1([S:7]([C:10]2[CH:11]=[C:12]3[CH:18]=[CH:17][S:16][C:13]3=[CH:14][N:15]=2)(=[O:9])=[O:8])[CH:6]=[CH:5][CH:4]=[CH:3][CH:2]=1.[Br:19]N1C(=O)CCC1=O.C(#N)C.C(OCC)(=O)C, predict the reaction product. The product is: [Br:19][C:17]1[S:16][C:13]2=[CH:14][N:15]=[C:10]([S:7]([C:1]3[CH:2]=[CH:3][CH:4]=[CH:5][CH:6]=3)(=[O:9])=[O:8])[CH:11]=[C:12]2[CH:18]=1. (3) Given the reactants [NH2:1][C:2]1[C:3]2[C:10]([C:11]3[CH:16]=[CH:15][C:14]([Cl:17])=[CH:13][CH:12]=3)=[CH:9][N:8]([C:18]3[CH:19]=[C:20]([CH:23]=[CH:24][CH:25]=3)[CH:21]=O)[C:4]=2[N:5]=[CH:6][N:7]=1.[CH3:26][N:27]1[CH2:32][CH2:31][N:30]([C:33](=[O:37])[CH2:34][C:35]#[N:36])[CH2:29][CH2:28]1.N12CCCN=C1CCCCC2, predict the reaction product. The product is: [NH2:1][C:2]1[C:3]2[C:10]([C:11]3[CH:16]=[CH:15][C:14]([Cl:17])=[CH:13][CH:12]=3)=[CH:9][N:8]([C:18]3[CH:19]=[C:20](/[CH:21]=[C:34](/[C:33]([N:30]4[CH2:29][CH2:28][N:27]([CH3:26])[CH2:32][CH2:31]4)=[O:37])\[C:35]#[N:36])[CH:23]=[CH:24][CH:25]=3)[C:4]=2[N:5]=[CH:6][N:7]=1. (4) Given the reactants [F:1][C:2]1([C:6]2[CH:13]=[CH:12][C:9]([C:10]#[N:11])=[CH:8][CH:7]=2)[CH2:5][O:4][CH2:3]1.Cl.[NH2:15][OH:16].C(N(CC)CC)C, predict the reaction product. The product is: [F:1][C:2]1([C:6]2[CH:7]=[CH:8][C:9]([C:10](=[N:15][OH:16])[NH2:11])=[CH:12][CH:13]=2)[CH2:3][O:4][CH2:5]1. (5) Given the reactants [CH3:1][O:2][C:3]1[CH:17]=[CH:16][C:6]([C:7]([NH:9][C:10]2[CH:15]=[CH:14][CH:13]=[CH:12][CH:11]=2)=[O:8])=[CH:5][C:4]=1[CH2:18][NH2:19].[Cl:20][C:21]1[CH:22]=[C:23]([N:28]=[C:29]=[S:30])[CH:24]=[C:25]([Cl:27])[CH:26]=1, predict the reaction product. The product is: [Cl:20][C:21]1[CH:22]=[C:23]([NH:28][C:29](=[S:30])[NH:19][CH2:18][C:4]2[CH:5]=[C:6]([CH:16]=[CH:17][C:3]=2[O:2][CH3:1])[C:7]([NH:9][C:10]2[CH:15]=[CH:14][CH:13]=[CH:12][CH:11]=2)=[O:8])[CH:24]=[C:25]([Cl:27])[CH:26]=1. (6) Given the reactants I[CH:2]([CH3:4])[CH3:3].C(=O)([O-])[O-].[K+].[K+].C(=O)([O-])[O-].[Cs+].[Cs+].[OH:17][C:18]1[CH:25]=[CH:24][C:23]([N+:26]([O-:28])=[O:27])=[CH:22][C:19]=1[CH:20]=[O:21], predict the reaction product. The product is: [CH:2]([O:17][C:18]1[CH:25]=[CH:24][C:23]([N+:26]([O-:28])=[O:27])=[CH:22][C:19]=1[CH:20]=[O:21])([CH3:4])[CH3:3].